This data is from Reaction yield outcomes from USPTO patents with 853,638 reactions. The task is: Predict the reaction yield, written as a fraction of the theoretical maximum amount of product (1.0 means a 100% yield; for example, 0.34 means a 34% yield). The reactants are [N:1]12[CH2:9][CH2:8][CH:5]([CH2:6][CH2:7]1)[NH:4][C:3](=O)[CH2:2]2.O1CCOCC1. The catalyst is O. The product is [N:1]12[CH2:9][CH2:8][CH:5]([CH2:6][CH2:7]1)[NH:4][CH2:3][CH2:2]2. The yield is 0.780.